From a dataset of Reaction yield outcomes from USPTO patents with 853,638 reactions. Predict the reaction yield, written as a fraction of the theoretical maximum amount of product (1.0 means a 100% yield; for example, 0.34 means a 34% yield). The reactants are [Cl:1][CH2:2][C:3]([C:5]1[CH:6]=[C:7]2[C:12](=[C:13]([CH3:16])[C:14]=1[F:15])[NH:11][C:10](=[O:17])[CH2:9][C:8]2([CH3:19])[CH3:18])=O.C([SiH](CC)CC)C.FC(F)(F)C(O)=O. No catalyst specified. The product is [Cl:1][CH2:2][CH2:3][C:5]1[CH:6]=[C:7]2[C:12](=[C:13]([CH3:16])[C:14]=1[F:15])[NH:11][C:10](=[O:17])[CH2:9][C:8]2([CH3:19])[CH3:18]. The yield is 0.450.